Dataset: NCI-60 drug combinations with 297,098 pairs across 59 cell lines. Task: Regression. Given two drug SMILES strings and cell line genomic features, predict the synergy score measuring deviation from expected non-interaction effect. (1) Drug 1: CC1C(C(CC(O1)OC2CC(CC3=C2C(=C4C(=C3O)C(=O)C5=C(C4=O)C(=CC=C5)OC)O)(C(=O)CO)O)N)O.Cl. Drug 2: CC12CCC3C(C1CCC2=O)CC(=C)C4=CC(=O)C=CC34C. Cell line: IGROV1. Synergy scores: CSS=0.102, Synergy_ZIP=-0.406, Synergy_Bliss=-1.49, Synergy_Loewe=-1.66, Synergy_HSA=-2.32. (2) Drug 1: C#CCC(CC1=CN=C2C(=N1)C(=NC(=N2)N)N)C3=CC=C(C=C3)C(=O)NC(CCC(=O)O)C(=O)O. Drug 2: CC(C)CN1C=NC2=C1C3=CC=CC=C3N=C2N. Cell line: HOP-62. Synergy scores: CSS=-0.172, Synergy_ZIP=2.65, Synergy_Bliss=4.46, Synergy_Loewe=1.00, Synergy_HSA=-0.126.